The task is: Binary Classification. Given a miRNA mature sequence and a target amino acid sequence, predict their likelihood of interaction.. This data is from Experimentally validated miRNA-target interactions with 360,000+ pairs, plus equal number of negative samples. (1) The miRNA is hsa-miR-4668-3p with sequence GAAAAUCCUUUUUGUUUUUCCAG. The protein sequence of the target gene is MACILKRKSVIAVSFIAAFLFLLVVRLVNEVNFPLLLNCFGQPGTKWIPFSYTYRRPLRTHYGYINVKTQEPLQLDCDLCAIVSNSGQMVGQKVGNEIDRSSCIWRMNNAPTKGYEEDVGRMTMIRVVSHTSVPLLLKNPDYFFKEANTTIYVIWGPFRNMRKDGNGIVYNMLKKTVGIYPNAQIYVTTEKRMSYCDGVFKKETGKDRVQSGSYLSTGWFTFLLAMDACYGIHVYGMINDTYCKTEGYRKVPYHYYEQGRDECDEYFLHEHAPYGGHRFITEKKVFAKWAKKHRIIFTHP.... Result: 1 (interaction). (2) The miRNA is hsa-miR-6130 with sequence UGAGGGAGUGGAUUGUAUG. The protein sequence of the target gene is MAAPLRIQSDWAQALRKDEGEAWLSCHPPGKPSLYGSLTCQGIGLDGIPEVTASEGFTVNEINKKSIHISCPKENASSKFLAPYTTFSRIHTKSITCLDISSRGGLGVSSSTDGTMKIWQASNGELRRVLEGHVFDVNCCRFFPSGLVVLSGGMDAQLKIWSAEDASCVVTFKGHKGGILDTAIVDRGRNVVSASRDGTARLWDCGRSACLGVLADCGSSINGVAVGAADNSINLGSPEQMPSEREVGTEAKMLLLAREDKKLQCLGLQSRQLVFLFIGSDAFNCCTFLSGFLLLAGTQD.... Result: 0 (no interaction).